This data is from Forward reaction prediction with 1.9M reactions from USPTO patents (1976-2016). The task is: Predict the product of the given reaction. (1) Given the reactants [N+:1]([C:4]1[N:8]=[C:7]([N+:9]([O-:11])=[O:10])[N:6]([B-:12]([N:35]2[C:39]([N+:40]([O-:42])=[O:41])=[N:38][C:37]([N+:43]([O-:45])=[O:44])=[N:36]2)([N:24]2[C:28]([N+:29]([O-:31])=[O:30])=[N:27][C:26]([N+:32]([O-:34])=[O:33])=[N:25]2)[N:13]2[C:17]([N+:18]([O-:20])=[O:19])=[N:16][C:15]([N+:21]([O-:23])=[O:22])=[N:14]2)[N:5]=1)([O-:3])=[O:2].[Na+].[NH4+:47], predict the reaction product. The product is: [N+:43]([C:37]1[N:38]=[C:39]([N+:40]([O-:42])=[O:41])[N:35]([B-:12]([N:24]2[C:28]([N+:29]([O-:31])=[O:30])=[N:27][C:26]([N+:32]([O-:34])=[O:33])=[N:25]2)([N:13]2[C:17]([N+:18]([O-:20])=[O:19])=[N:16][C:15]([N+:21]([O-:23])=[O:22])=[N:14]2)[N:6]2[C:7]([N+:9]([O-:11])=[O:10])=[N:8][C:4]([N+:1]([O-:3])=[O:2])=[N:5]2)[N:36]=1)([O-:45])=[O:44].[NH4+:47]. (2) Given the reactants C[O:2][C:3]([C:5]1[CH:14]=[C:13]([O:15][CH2:16][C:17](=[O:29])[NH:18][S:19]([C:22]2[CH:27]=[CH:26][C:25]([CH3:28])=[CH:24][CH:23]=2)(=[O:21])=[O:20])[C:12]2[C:7](=[CH:8][C:9]([Cl:31])=[CH:10][C:11]=2[Cl:30])[CH:6]=1)=[O:4].[Li+].[OH-], predict the reaction product. The product is: [Cl:30][C:11]1[CH:10]=[C:9]([Cl:31])[CH:8]=[C:7]2[C:12]=1[C:13]([O:15][CH2:16][C:17](=[O:29])[NH:18][S:19]([C:22]1[CH:23]=[CH:24][C:25]([CH3:28])=[CH:26][CH:27]=1)(=[O:21])=[O:20])=[CH:14][C:5]([C:3]([OH:4])=[O:2])=[CH:6]2. (3) Given the reactants [CH3:1][O:2][C:3](=[O:32])[C:4]1[CH:9]=[C:8]([O:10][C:11]2[CH:16]=[CH:15][C:14]([NH2:17])=[C:13]([NH:18][CH2:19][CH3:20])[CH:12]=2)[CH:7]=[CH:6][C:5]=1[NH:21][S:22]([C:25]1[CH:30]=[CH:29][C:28]([CH3:31])=[CH:27][CH:26]=1)(=[O:24])=[O:23].[S:33](Cl)([C:36]1[CH:42]=[CH:41][C:39]([CH3:40])=[CH:38][CH:37]=1)(=[O:35])=[O:34].N1C=CC=CC=1, predict the reaction product. The product is: [CH3:1][O:2][C:3](=[O:32])[C:4]1[CH:9]=[C:8]([O:10][C:11]2[CH:16]=[CH:15][C:14]([NH:17][S:33]([C:36]3[CH:42]=[CH:41][C:39]([CH3:40])=[CH:38][CH:37]=3)(=[O:35])=[O:34])=[C:13]([NH:18][CH2:19][CH3:20])[CH:12]=2)[CH:7]=[CH:6][C:5]=1[NH:21][S:22]([C:25]1[CH:26]=[CH:27][C:28]([CH3:31])=[CH:29][CH:30]=1)(=[O:24])=[O:23]. (4) Given the reactants Cl.[F:2][C:3]1[CH:8]=[CH:7][C:6]([C@@H:9]2[NH:15][CH2:14][C:13]3[CH:16]=[CH:17][C:18]([C:20]([O:22][CH3:23])=[O:21])=[CH:19][C:12]=3[O:11][CH2:10]2)=[CH:5][CH:4]=1.CCN(CC)CC.[O:31]1[CH2:36][CH2:35][CH:34]([C:37](O)=[O:38])[CH2:33][CH2:32]1.ClC(Cl)C, predict the reaction product. The product is: [F:2][C:3]1[CH:4]=[CH:5][C:6]([C@@H:9]2[N:15]([C:37]([CH:34]3[CH2:35][CH2:36][O:31][CH2:32][CH2:33]3)=[O:38])[CH2:14][C:13]3[CH:16]=[CH:17][C:18]([C:20]([O:22][CH3:23])=[O:21])=[CH:19][C:12]=3[O:11][CH2:10]2)=[CH:7][CH:8]=1.